From a dataset of Catalyst prediction with 721,799 reactions and 888 catalyst types from USPTO. Predict which catalyst facilitates the given reaction. (1) Reactant: [Br:1][C:2]1[CH:3]=[N:4][C:5](Cl)=[N:6][CH:7]=1.[NH:9]1[CH:13]=[CH:12][CH:11]=[N:10]1.C(=O)([O-])[O-].[K+].[K+].O. Product: [Br:1][C:2]1[CH:3]=[N:4][C:5]([N:9]2[CH:13]=[CH:12][CH:11]=[N:10]2)=[N:6][CH:7]=1. The catalyst class is: 60. (2) Reactant: [C:1](Cl)(=[O:8])[C:2]1[CH:7]=[CH:6][CH:5]=[N:4][CH:3]=1.[CH3:10][CH:11]1[CH2:20][CH:19]([N:21]([C:25]2[CH:30]=[CH:29][CH:28]=[CH:27][CH:26]=2)[C:22](=[O:24])[CH3:23])[C:18]2[C:13](=[CH:14][CH:15]=[CH:16][CH:17]=2)[NH:12]1.C(N(C(C)C)C(C)C)C.ClCCl. Product: [CH3:10][C@H:11]1[CH2:20][C@@H:19]([N:21]([C:25]2[CH:30]=[CH:29][CH:28]=[CH:27][CH:26]=2)[C:22](=[O:24])[CH3:23])[C:18]2[C:13](=[CH:14][CH:15]=[CH:16][CH:17]=2)[N:12]1[C:1]([C:2]1[CH:3]=[N:4][CH:5]=[CH:6][CH:7]=1)=[O:8]. The catalyst class is: 12. (3) Reactant: [C:1]([O:5][C:6]1[CH:7]=[C:8]([CH:12]=[CH:13][CH:14]=1)[C:9]([OH:11])=O)([CH3:4])([CH3:3])[CH3:2].CN(C(ON1N=NC2C=CC=CC1=2)=[N+](C)C)C.F[P-](F)(F)(F)(F)F.C(N(C(C)C)CC)(C)C.[N:48]1([CH2:54][CH2:55][O:56][C:57]2[C:66]3[C:61](=[CH:62][CH:63]=[CH:64][CH:65]=3)[C:60]([NH2:67])=[CH:59][CH:58]=2)[CH2:53][CH2:52][O:51][CH2:50][CH2:49]1. Product: [C:1]([O:5][C:6]1[CH:7]=[C:8]([CH:12]=[CH:13][CH:14]=1)[C:9]([NH:67][C:60]1[C:61]2[C:66](=[CH:65][CH:64]=[CH:63][CH:62]=2)[C:57]([O:56][CH2:55][CH2:54][N:48]2[CH2:49][CH2:50][O:51][CH2:52][CH2:53]2)=[CH:58][CH:59]=1)=[O:11])([CH3:2])([CH3:3])[CH3:4]. The catalyst class is: 35. (4) Reactant: [NH2:1][C:2]1[CH:7]=[CH:6][C:5](Br)=[CH:4][N:3]=1.[CH:9]1([NH:12][S:13]([C:16]2[CH:21]=[CH:20][C:19](B3OC(C)(C)C(C)(C)O3)=[CH:18][CH:17]=2)(=[O:15])=[O:14])[CH2:11][CH2:10]1.C(=O)([O-])[O-].[Na+].[Na+].C(#N)C. Product: [NH2:1][C:2]1[N:3]=[CH:4][C:5]([C:19]2[CH:20]=[CH:21][C:16]([S:13]([NH:12][CH:9]3[CH2:11][CH2:10]3)(=[O:15])=[O:14])=[CH:17][CH:18]=2)=[CH:6][CH:7]=1. The catalyst class is: 189.